This data is from Forward reaction prediction with 1.9M reactions from USPTO patents (1976-2016). The task is: Predict the product of the given reaction. (1) Given the reactants [CH3:13][C:12]([O:11][C:9](O[C:9]([O:11][C:12]([CH3:15])([CH3:14])[CH3:13])=[O:10])=[O:10])([CH3:15])[CH3:14].[CH2:16]([N:23]1[CH2:28][CH2:27][CH:26]([NH:29][CH3:30])[CH2:25][CH2:24]1)[C:17]1[CH:22]=[CH:21][CH:20]=[CH:19][CH:18]=1, predict the reaction product. The product is: [CH2:16]([N:23]1[CH2:28][CH2:27][CH:26]([N:29]([CH3:30])[C:9](=[O:10])[O:11][C:12]([CH3:13])([CH3:14])[CH3:15])[CH2:25][CH2:24]1)[C:17]1[CH:18]=[CH:19][CH:20]=[CH:21][CH:22]=1. (2) Given the reactants [S:1]1[C:5]2[CH:6]=[CH:7][CH:8]=[C:9]([O:10][C:11]3[CH:16]=[CH:15][C:14]([NH:17][C:18]4[C:19]5[N:26]([CH2:27][CH2:28][NH:29]C(=O)OC(C)(C)C)[CH:25]=[CH:24][C:20]=5[N:21]=[CH:22][N:23]=4)=[CH:13][C:12]=3[Cl:37])[C:4]=2[CH:3]=[N:2]1.[ClH:38], predict the reaction product. The product is: [ClH:37].[ClH:38].[NH2:29][CH2:28][CH2:27][N:26]1[C:19]2[C:18]([NH:17][C:14]3[CH:15]=[CH:16][C:11]([O:10][C:9]4[C:4]5[CH:3]=[N:2][S:1][C:5]=5[CH:6]=[CH:7][CH:8]=4)=[C:12]([Cl:37])[CH:13]=3)=[N:23][CH:22]=[N:21][C:20]=2[CH:24]=[CH:25]1. (3) Given the reactants [CH:1]1([CH:6]([F:18])[C:7]2[CH:12]=[CH:11][C:10]([C:13]3([C:16]#N)[CH2:15][CH2:14]3)=[CH:9][CH:8]=2)[CH2:5][CH2:4][CH2:3][CH2:2]1.[OH-:19].[Na+].C(O)C[OH:23], predict the reaction product. The product is: [CH:1]1([CH:6]([F:18])[C:7]2[CH:12]=[CH:11][C:10]([C:13]3([C:16]([OH:23])=[O:19])[CH2:15][CH2:14]3)=[CH:9][CH:8]=2)[CH2:5][CH2:4][CH2:3][CH2:2]1.